From a dataset of Full USPTO retrosynthesis dataset with 1.9M reactions from patents (1976-2016). Predict the reactants needed to synthesize the given product. (1) Given the product [Cl:13][C:11]1[CH:10]=[CH:9][C:8]([NH:14][CH2:15][C:16]([O:18][CH2:19][CH3:20])=[O:17])=[C:7]([O:6][C:5]2[CH:21]=[CH:22][C:2]([C:25]3[CH:26]=[CH:27][CH:28]=[CH:29][N:24]=3)=[CH:3][C:4]=2[Cl:23])[CH:12]=1, predict the reactants needed to synthesize it. The reactants are: Br[C:2]1[CH:22]=[CH:21][C:5]([O:6][C:7]2[CH:12]=[C:11]([Cl:13])[CH:10]=[CH:9][C:8]=2[NH:14][CH2:15][C:16]([O:18][CH2:19][CH3:20])=[O:17])=[C:4]([Cl:23])[CH:3]=1.[N:24]1[CH:29]=[CH:28][CH:27]=[CH:26][C:25]=1[Sn](CCCC)(CCCC)CCCC. (2) Given the product [Cl:1][C:2]1[S:6][C:5]2[C:7]3([O:20][CH2:21][C:22]([F:23])([F:24])[C:4]=2[CH:3]=1)[CH2:12][CH2:11][N:10]([CH2:13][C:14]1[C:15]([CH3:19])=[N:16][N:17]([C:26]2[C:31]([CH2:32][N:33]4[CH2:38][CH2:37][O:36][CH2:35][C:34]4=[O:39])=[CH:30][CH:29]=[CH:28][N:27]=2)[CH:18]=1)[CH2:9][CH2:8]3, predict the reactants needed to synthesize it. The reactants are: [Cl:1][C:2]1[S:6][C:5]2[C:7]3([O:20][CH2:21][C:22]([F:24])([F:23])[C:4]=2[CH:3]=1)[CH2:12][CH2:11][N:10]([CH2:13][C:14]1[C:15]([CH3:19])=[N:16][NH:17][CH:18]=1)[CH2:9][CH2:8]3.Br[C:26]1[C:31]([CH2:32][N:33]2[CH2:38][CH2:37][O:36][CH2:35][C:34]2=[O:39])=[CH:30][CH:29]=[CH:28][N:27]=1.C(=O)([O-])[O-].[Cs+].[Cs+].CN[C@@H]1CCCC[C@H]1NC.